Dataset: Forward reaction prediction with 1.9M reactions from USPTO patents (1976-2016). Task: Predict the product of the given reaction. (1) Given the reactants [CH:1]([Mg]Br)([CH3:3])[CH3:2].CON(C)[C:9]([C:11]1[CH:15]=[C:14]([C:16]2[CH:30]=[CH:29][C:19]([CH2:20][NH:21][C:22](=[O:28])[O:23][C:24]([CH3:27])([CH3:26])[CH3:25])=[CH:18][CH:17]=2)[N:13]([C:31]2[CH:36]=[CH:35][C:34]([O:37][CH3:38])=[CH:33][CH:32]=2)[N:12]=1)=[O:10].Cl, predict the reaction product. The product is: [C:9]([C:11]1[CH:15]=[C:14]([C:16]2[CH:30]=[CH:29][C:19]([CH2:20][NH:21][C:22](=[O:28])[O:23][C:24]([CH3:27])([CH3:26])[CH3:25])=[CH:18][CH:17]=2)[N:13]([C:31]2[CH:36]=[CH:35][C:34]([O:37][CH3:38])=[CH:33][CH:32]=2)[N:12]=1)(=[O:10])[CH:1]([CH3:3])[CH3:2]. (2) Given the reactants [CH3:1][O:2][C:3]([C@H:5]1[N:9]2[C:10](=[O:31])[C:11]([N+:28]([O-])=O)=[C:12]([CH2:17][C:18]3[C:27]4[C:22](=[CH:23][CH:24]=[CH:25][CH:26]=4)[CH:21]=[CH:20][CH:19]=3)[C:13]([CH:14]3[CH2:16][CH2:15]3)=[C:8]2[S:7][CH2:6]1)=[O:4], predict the reaction product. The product is: [CH3:1][O:2][C:3]([C@H:5]1[N:9]2[C:10](=[O:31])[C:11]([NH2:28])=[C:12]([CH2:17][C:18]3[C:27]4[C:22](=[CH:23][CH:24]=[CH:25][CH:26]=4)[CH:21]=[CH:20][CH:19]=3)[C:13]([CH:14]3[CH2:16][CH2:15]3)=[C:8]2[S:7][CH2:6]1)=[O:4]. (3) Given the reactants Cl[C:2]1[CH:11]=[CH:10][C:9]2[C:4](=[CH:5][CH:6]=[C:7]([N+:12]([O-:14])=[O:13])[CH:8]=2)[N:3]=1.[CH3:15][O:16][C:17]1[CH:24]=[CH:23][C:20]([CH2:21][NH2:22])=[CH:19][CH:18]=1, predict the reaction product. The product is: [CH3:15][O:16][C:17]1[CH:24]=[CH:23][C:20]([CH2:21][NH:22][C:2]2[CH:11]=[CH:10][C:9]3[C:4](=[CH:5][CH:6]=[C:7]([N+:12]([O-:14])=[O:13])[CH:8]=3)[N:3]=2)=[CH:19][CH:18]=1. (4) Given the reactants C(OC(=O)[NH:7][C@H:8]([C:10]1[CH:15]=[CH:14][C:13]([C@H:16]([OH:23])[CH2:17][NH:18][C:19]([CH3:22])([CH3:21])[CH3:20])=[CH:12][CH:11]=1)[CH3:9])(C)(C)C.FC(F)(F)C(O)=O, predict the reaction product. The product is: [NH2:7][C@H:8]([C:10]1[CH:15]=[CH:14][C:13]([C@H:16]([OH:23])[CH2:17][NH:18][C:19]([CH3:22])([CH3:21])[CH3:20])=[CH:12][CH:11]=1)[CH3:9]. (5) Given the reactants COC1C=C(N[CH2:12][C:13]2[CH:36]=[CH:35][C:16]([C:17]([NH:19][C:20]3[CH:25]=[C:24]([CH:26]=[CH:27][C:28]4[CH:33]=[CH:32][CH:31]=[CH:30][CH:29]=4)[CH:23]=[CH:22][C:21]=3[NH2:34])=[O:18])=[CH:15][CH:14]=2)C=CC=1OC, predict the reaction product. The product is: [NH2:34][C:21]1[CH:22]=[CH:23][C:24]([CH2:26][CH2:27][C:28]2[CH:33]=[CH:32][CH:31]=[CH:30][CH:29]=2)=[CH:25][C:20]=1[NH:19][C:17](=[O:18])[C:16]1[CH:15]=[CH:14][C:13]([CH3:12])=[CH:36][CH:35]=1. (6) Given the reactants Cl.C(N=C=NCCCN(C)C)C.N1(O)C2C=CC=CC=2N=N1.[Cl:23][C:24]1[CH:50]=[CH:49][C:27]([CH2:28][N:29]2[C:37]3[C:32](=[CH:33][CH:34]=[CH:35][CH:36]=3)[CH:31]=[C:30]2[C:38]([N:40]2[CH2:45][CH2:44][CH:43]([C:46]([OH:48])=O)[CH2:42][CH2:41]2)=[O:39])=[CH:26][CH:25]=1.C(N(C(C)C)C(C)C)C.[N:60]1[CH:65]=[CH:64][CH:63]=[CH:62][C:61]=1[CH2:66][CH2:67][NH2:68], predict the reaction product. The product is: [Cl:23][C:24]1[CH:50]=[CH:49][C:27]([CH2:28][N:29]2[C:37]3[C:32](=[CH:33][CH:34]=[CH:35][CH:36]=3)[CH:31]=[C:30]2[C:38]([N:40]2[CH2:45][CH2:44][CH:43]([C:46]([NH:68][CH2:67][CH2:66][C:61]3[CH:62]=[CH:63][CH:64]=[CH:65][N:60]=3)=[O:48])[CH2:42][CH2:41]2)=[O:39])=[CH:26][CH:25]=1. (7) Given the reactants FC(F)(F)S([O-])(=O)=O.[C:9]1([S+:15]([C:22]2[CH:27]=[CH:26][CH:25]=[CH:24][CH:23]=2)[C:16]2[CH:21]=[CH:20][CH:19]=[CH:18][CH:17]=2)[CH:14]=[CH:13][CH:12]=[CH:11][CH:10]=1.[F:28][C:29]([F:40])([F:39])[C:30]([F:38])([F:37])[C:31]([F:36])([F:35])[C:32]([OH:34])=[O:33], predict the reaction product. The product is: [F:28][C:29]([F:39])([F:40])[C:30]([F:37])([F:38])[C:31]([F:35])([F:36])[C:32]([O-:34])=[O:33].[C:22]1([S+:15]([C:9]2[CH:10]=[CH:11][CH:12]=[CH:13][CH:14]=2)[C:16]2[CH:21]=[CH:20][CH:19]=[CH:18][CH:17]=2)[CH:23]=[CH:24][CH:25]=[CH:26][CH:27]=1.